The task is: Predict the product of the given reaction.. This data is from Forward reaction prediction with 1.9M reactions from USPTO patents (1976-2016). (1) The product is: [C:15]1([O:14][CH2:13][CH2:12][CH2:11][C:10]2[C:6]3[CH:5]=[CH:4][CH:3]=[C:2]([C:29]4[CH:30]=[CH:31][CH:32]=[CH:33][C:28]=4[CH3:37])[C:7]=3[S:8][C:9]=2[C:25]([OH:27])=[O:26])[C:24]2[C:19](=[CH:20][CH:21]=[CH:22][CH:23]=2)[CH:18]=[CH:17][CH:16]=1. Given the reactants Cl[C:2]1[C:7]2[S:8][C:9]([C:25]([OH:27])=[O:26])=[C:10]([CH2:11][CH2:12][CH2:13][O:14][C:15]3[C:24]4[C:19](=[CH:20][CH:21]=[CH:22][CH:23]=4)[CH:18]=[CH:17][CH:16]=3)[C:6]=2[CH:5]=[CH:4][CH:3]=1.[C:28]1([CH3:37])[CH:33]=[CH:32][CH:31]=[CH:30][C:29]=1B(O)O.C(=O)([O-])[O-].[K+].[K+].O.CC#N, predict the reaction product. (2) Given the reactants [CH3:1][S:2][C:3]1[CH:8]=[CH:7][CH:6]=[CH:5][C:4]=1[NH2:9].[CH3:10][C:11](OC(C)=O)=[O:12].CCN(CC)CC.C([O-])(O)=O.[Na+], predict the reaction product. The product is: [CH3:1][S:2][C:3]1[CH:8]=[CH:7][CH:6]=[CH:5][C:4]=1[NH:9][C:11](=[O:12])[CH3:10]. (3) Given the reactants [CH3:1][O:2][C:3](=[O:31])[C:4]1[CH:9]=[CH:8][C:7]([CH2:10][N:11]2[CH:15]=[C:14]([C:16]3[CH:21]=[CH:20][C:19]([Cl:22])=[CH:18][C:17]=3[Cl:23])[N:13]=[C:12]2[C:24]2[CH:29]=[CH:28][C:27](Br)=[CH:26][CH:25]=2)=[CH:6][CH:5]=1.[NH2:32][C:33]1[CH:34]=[C:35](B(O)O)[CH:36]=[CH:37][CH:38]=1, predict the reaction product. The product is: [CH3:1][O:2][C:3](=[O:31])[C:4]1[CH:9]=[CH:8][C:7]([CH2:10][N:11]2[CH:15]=[C:14]([C:16]3[CH:21]=[CH:20][C:19]([Cl:22])=[CH:18][C:17]=3[Cl:23])[N:13]=[C:12]2[C:24]2[CH:29]=[CH:28][C:27]([C:37]3[CH:36]=[CH:35][CH:34]=[C:33]([NH2:32])[CH:38]=3)=[CH:26][CH:25]=2)=[CH:6][CH:5]=1. (4) Given the reactants [CH:1]1([N:6]2[CH2:12][C:11]([F:14])([F:13])[C:10](=[O:15])[N:9]([CH3:16])[C:8]3[CH:17]=[N:18][C:19]([NH:21][C:22]4[CH:30]=[CH:29][C:25]([C:26](O)=[O:27])=[CH:24][C:23]=4[O:31][CH3:32])=[N:20][C:7]2=3)[CH2:5][CH2:4][CH2:3][CH2:2]1.CN(C(ON1N=NC2C=CC=NC1=2)=[N+](C)C)C.F[P-](F)(F)(F)(F)F.[NH2:57][CH:58]1[CH2:64][CH2:63][CH2:62][N:61](C(OC(C)(C)C)=O)[CH2:60][CH2:59]1, predict the reaction product. The product is: [NH:61]1[CH2:62][CH2:63][CH2:64][CH:58]([NH:57][C:26](=[O:27])[C:25]2[CH:29]=[CH:30][C:22]([NH:21][C:19]3[N:18]=[CH:17][C:8]4[N:9]([CH3:16])[C:10](=[O:15])[C:11]([F:14])([F:13])[CH2:12][N:6]([CH:1]5[CH2:5][CH2:4][CH2:3][CH2:2]5)[C:7]=4[N:20]=3)=[C:23]([O:31][CH3:32])[CH:24]=2)[CH2:59][CH2:60]1.